This data is from Forward reaction prediction with 1.9M reactions from USPTO patents (1976-2016). The task is: Predict the product of the given reaction. Given the reactants [NH:1]1[C:10]2[CH2:9][CH2:8][CH2:7][CH2:6][NH:5][C:4]=2[CH:3]=[CH:2]1.[C:11]([O:15][C:16]([N:18]1[CH2:22][CH2:21][CH2:20][C@H:19]1[C:23](Cl)=[O:24])=[O:17])([CH3:14])([CH3:13])[CH3:12], predict the reaction product. The product is: [C:11]([O:15][C:16]([N:18]1[CH2:22][CH2:21][CH2:20][C@H:19]1[C:23]([N:5]1[CH2:6][CH2:7][CH2:8][CH2:9][C:10]2[NH:1][CH:2]=[CH:3][C:4]1=2)=[O:24])=[O:17])([CH3:14])([CH3:13])[CH3:12].